Task: Binary Classification. Given a T-cell receptor sequence (or CDR3 region) and an epitope sequence, predict whether binding occurs between them.. Dataset: TCR-epitope binding with 47,182 pairs between 192 epitopes and 23,139 TCRs (1) The epitope is YLNTLTLAV. The TCR CDR3 sequence is CASSLSGTGQETQYF. Result: 1 (the TCR binds to the epitope). (2) The epitope is GILGFVFTL. The TCR CDR3 sequence is CASSLYSGGRNTGELFF. Result: 1 (the TCR binds to the epitope). (3) The epitope is KLSYGIATV. The TCR CDR3 sequence is CASSLIQGASYEQYF. Result: 1 (the TCR binds to the epitope). (4) The epitope is KAFSPEVIPMF. The TCR CDR3 sequence is CASSSLSPIWGDTGELFF. Result: 0 (the TCR does not bind to the epitope). (5) The epitope is YFPLQSYGF. The TCR CDR3 sequence is CASSFAGEAFF. Result: 1 (the TCR binds to the epitope). (6) The epitope is QYDPVAALF. The TCR CDR3 sequence is CASSQDEAGVDEQYF. Result: 0 (the TCR does not bind to the epitope). (7) The epitope is KLPDDFTGCV. The TCR CDR3 sequence is CASSFAGGSYNEQFF. Result: 0 (the TCR does not bind to the epitope). (8) The epitope is LLALHRSYL. The TCR CDR3 sequence is CAISDPNSGAVNQPQHF. Result: 0 (the TCR does not bind to the epitope). (9) The epitope is YLDAYNMMI. The TCR CDR3 sequence is CASSYLAGGRDTQYF. Result: 1 (the TCR binds to the epitope).